From a dataset of Reaction yield outcomes from USPTO patents with 853,638 reactions. Predict the reaction yield, written as a fraction of the theoretical maximum amount of product (1.0 means a 100% yield; for example, 0.34 means a 34% yield). (1) The reactants are [S:1]1[C:5]([CH:6]=O)=[CH:4][C:3]2[CH:8]=[CH:9][CH:10]=[CH:11][C:2]1=2.[C:12](Br)(Br)([Br:14])[Br:13].C1(P(C2C=CC=CC=2)C2C=CC=CC=2)C=CC=CC=1. The catalyst is C(Cl)Cl. The product is [Br:13][C:12]([Br:14])=[CH:6][C:5]1[S:1][C:2]2[CH:11]=[CH:10][CH:9]=[CH:8][C:3]=2[CH:4]=1. The yield is 0.670. (2) The reactants are [CH3:1][N:2]([CH3:20])[C:3]1[CH:8]=[CH:7][C:6]([C:9]2[C:17]3[C:12](=[CH:13][CH:14]=[C:15]([C:18]#[N:19])[CH:16]=3)[NH:11][N:10]=2)=[CH:5][CH:4]=1.[OH-:21].[Na+]. The catalyst is Cl. The product is [CH3:1][N:2]([CH3:20])[C:3]1[CH:4]=[CH:5][C:6]([C:9]2[C:17]3[C:12](=[CH:13][CH:14]=[C:15]([C:18]([NH2:19])=[O:21])[CH:16]=3)[NH:11][N:10]=2)=[CH:7][CH:8]=1. The yield is 0.521. (3) The reactants are [C:1]([O:5][C:6]([NH:8][CH2:9][C:10]1[N:11]([CH2:32][CH:33]([CH3:35])[CH3:34])[C:12](=[O:31])[C:13]2[C:18]([C:19]=1[C:20]1[CH:25]=[CH:24][CH:23]=[CH:22][C:21]=1[F:26])=[CH:17][C:16]([C:27]([O:29]C)=[O:28])=[CH:15][CH:14]=2)=[O:7])([CH3:4])([CH3:3])[CH3:2].[OH-].[Na+].O.Cl. The catalyst is O1CCCC1.CO. The product is [C:1]([O:5][C:6]([NH:8][CH2:9][C:10]1[N:11]([CH2:32][CH:33]([CH3:35])[CH3:34])[C:12](=[O:31])[C:13]2[C:18]([C:19]=1[C:20]1[CH:25]=[CH:24][CH:23]=[CH:22][C:21]=1[F:26])=[CH:17][C:16]([C:27]([OH:29])=[O:28])=[CH:15][CH:14]=2)=[O:7])([CH3:4])([CH3:3])[CH3:2]. The yield is 0.947.